Dataset: Full USPTO retrosynthesis dataset with 1.9M reactions from patents (1976-2016). Task: Predict the reactants needed to synthesize the given product. (1) Given the product [C:1]([C:5]1[CH:10]=[C:9]2[C:8]([CH2:21][CH:17]([CH2:13][CH:14]([CH3:16])[CH3:15])[C:18]2=[O:19])=[CH:7][C:6]=1[O:11][CH3:12])([CH3:4])([CH3:2])[CH3:3], predict the reactants needed to synthesize it. The reactants are: [C:1]([C:5]1[CH:10]=[CH:9][CH:8]=[CH:7][C:6]=1[O:11][CH3:12])([CH3:4])([CH3:3])[CH3:2].[CH2:13]([C:17](=[CH2:21])[C:18](O)=[O:19])[CH:14]([CH3:16])[CH3:15]. (2) The reactants are: [C:1]([O:5][C:6](=[O:16])[NH:7][C:8]1[CH:13]=[CH:12][C:11]([Cl:14])=[CH:10][C:9]=1[NH2:15])([CH3:4])([CH3:3])[CH3:2].C([O:21][C:22](=O)[CH2:23][C:24](=[O:37])[C:25]1[CH:30]=[CH:29][CH:28]=[C:27]([C:31]2[CH:32]=[N:33][CH:34]=[CH:35][CH:36]=2)[CH:26]=1)(C)(C)C. Given the product [C:1]([O:5][C:6](=[O:16])[NH:7][C:8]1[CH:13]=[CH:12][C:11]([Cl:14])=[CH:10][C:9]=1[NH:15][C:22](=[O:21])[CH2:23][C:24](=[O:37])[C:25]1[CH:30]=[CH:29][CH:28]=[C:27]([C:31]2[CH:32]=[N:33][CH:34]=[CH:35][CH:36]=2)[CH:26]=1)([CH3:4])([CH3:2])[CH3:3], predict the reactants needed to synthesize it.